From a dataset of NCI-60 drug combinations with 297,098 pairs across 59 cell lines. Regression. Given two drug SMILES strings and cell line genomic features, predict the synergy score measuring deviation from expected non-interaction effect. (1) Drug 1: CC1=C2C(C(=O)C3(C(CC4C(C3C(C(C2(C)C)(CC1OC(=O)C(C(C5=CC=CC=C5)NC(=O)OC(C)(C)C)O)O)OC(=O)C6=CC=CC=C6)(CO4)OC(=O)C)OC)C)OC. Drug 2: CS(=O)(=O)C1=CC(=C(C=C1)C(=O)NC2=CC(=C(C=C2)Cl)C3=CC=CC=N3)Cl. Cell line: NCI-H226. Synergy scores: CSS=50.3, Synergy_ZIP=14.8, Synergy_Bliss=14.6, Synergy_Loewe=2.46, Synergy_HSA=16.5. (2) Drug 1: COC1=NC(=NC2=C1N=CN2C3C(C(C(O3)CO)O)O)N. Drug 2: CC1C(C(CC(O1)OC2CC(CC3=C2C(=C4C(=C3O)C(=O)C5=CC=CC=C5C4=O)O)(C(=O)C)O)N)O. Cell line: OVCAR-8. Synergy scores: CSS=40.0, Synergy_ZIP=-1.34, Synergy_Bliss=-0.414, Synergy_Loewe=-7.18, Synergy_HSA=2.52.